The task is: Predict the reactants needed to synthesize the given product.. This data is from Full USPTO retrosynthesis dataset with 1.9M reactions from patents (1976-2016). (1) The reactants are: [C:1]([O:5][C:6]([N:8]1[CH2:13][CH2:12][N:11]2[C:14]([S:18][CH3:19])=[N:15][C:16](I)=[C:10]2[CH:9]1[CH2:20][CH2:21][C:22]1[CH:27]=[CH:26][C:25]([C:28]([F:31])([F:30])[F:29])=[CH:24][CH:23]=1)=[O:7])([CH3:4])([CH3:3])[CH3:2]. Given the product [C:1]([O:5][C:6]([N:8]1[CH2:13][CH2:12][N:11]2[C:14]([S:18][CH3:19])=[N:15][C:16]([C:28]([F:31])([F:30])[F:29])=[C:10]2[CH:9]1[CH2:20][CH2:21][C:22]1[CH:27]=[CH:26][C:25]([C:28]([F:31])([F:30])[F:29])=[CH:24][CH:23]=1)=[O:7])([CH3:4])([CH3:3])[CH3:2], predict the reactants needed to synthesize it. (2) Given the product [C:36]([O:35][C:33]([N:7]1[CH2:8][CH2:9][C:10]([C:11]2[CH:12]=[N:13][C:14]([O:17][CH2:18][C:19]3[O:23][N:22]=[C:21]([C:24]4[C:29]([F:30])=[CH:28][CH:27]=[C:26]([F:31])[C:25]=4[Cl:32])[CH:20]=3)=[CH:15][CH:16]=2)=[C:5]([C:3]([OH:4])=[O:2])[CH2:6]1)=[O:34])([CH3:39])([CH3:37])[CH3:38], predict the reactants needed to synthesize it. The reactants are: C[O:2][C:3]([C:5]1[CH2:6][N:7]([C:33]([O:35][C:36]([CH3:39])([CH3:38])[CH3:37])=[O:34])[CH2:8][CH2:9][C:10]=1[C:11]1[CH:12]=[N:13][C:14]([O:17][CH2:18][C:19]2[O:23][N:22]=[C:21]([C:24]3[C:29]([F:30])=[CH:28][CH:27]=[C:26]([F:31])[C:25]=3[Cl:32])[CH:20]=2)=[CH:15][CH:16]=1)=[O:4].[Li+].[OH-].Cl. (3) Given the product [CH3:40][O:41][C:42](=[O:65])[C:43]1[CH:48]=[CH:47][CH:46]=[CH:45][C:44]=1[NH:49][C:50]1[N:54]([C:55]2[CH:60]=[CH:59][C:58]([F:61])=[CH:57][C:56]=2[F:62])[N:53]=[C:52]([CH3:63])[C:51]=1[C:29]1[CH:28]=[C:27]2[C:22](=[C:21]([F:20])[CH:30]=1)[N:23]=[CH:24][CH:25]=[N:26]2, predict the reactants needed to synthesize it. The reactants are: C1(P(C2CCCCC2)C2CCCCC2)CCCCC1.[F:20][C:21]1[CH:30]=[C:29](B2OC(C)(C)C(C)(C)O2)[CH:28]=[C:27]2[C:22]=1[N:23]=[CH:24][CH:25]=[N:26]2.[CH3:40][O:41][C:42](=[O:65])[C:43]1[CH:48]=[CH:47][CH:46]=[CH:45][C:44]=1[NH:49][C:50]1[N:54]([C:55]2[CH:60]=[CH:59][C:58]([F:61])=[CH:57][C:56]=2[F:62])[N:53]=[C:52]([CH3:63])[C:51]=1Br.P([O-])([O-])([O-])=O.[K+].[K+].[K+]. (4) The reactants are: [F:1][C:2]1[CH:3]=[C:4](B(O)O)[CH:5]=[CH:6][C:7]=1[O:8][CH3:9].Cl[C:14]1[CH:19]=[C:18](Cl)[N:17]=[CH:16][N:15]=1.[IH:21]. Given the product [I:21][C:14]1[CH:19]=[C:18]([C:4]2[CH:5]=[CH:6][C:7]([O:8][CH3:9])=[C:2]([F:1])[CH:3]=2)[N:17]=[CH:16][N:15]=1, predict the reactants needed to synthesize it. (5) Given the product [O:17]1[C:12]2[CH:13]=[CH:14][CH:15]=[CH:16][C:11]=2[NH:10][CH2:8][CH:2]1[C:3]([O:5][CH2:6][CH3:7])=[O:4], predict the reactants needed to synthesize it. The reactants are: Br[CH:2]([CH2:8]Br)[C:3]([O:5][CH2:6][CH3:7])=[O:4].[NH2:10][C:11]1[CH:16]=[CH:15][CH:14]=[CH:13][C:12]=1[OH:17].C(=O)([O-])[O-].[K+].[K+].C(OCC)(=O)C. (6) The reactants are: N1C=CC=CC=1.[C:7]1([CH3:17])[CH:12]=[CH:11][C:10]([S:13](Cl)(=[O:15])=[O:14])=[CH:9][CH:8]=1.[CH3:18][C:19]1[CH:23]([CH3:24])[CH:22]=[C:21]([CH3:25])[C:20]=1[C:26]1[CH:31]=[CH:30][CH:29]=[CH:28][C:27]=1[NH2:32].Cl. Given the product [CH3:18][C:19]1[CH:23]([CH3:24])[CH:22]=[C:21]([CH3:25])[C:20]=1[C:26]1[CH:31]=[CH:30][CH:29]=[CH:28][C:27]=1[NH:32][S:13]([C:10]1[CH:11]=[CH:12][C:7]([CH3:17])=[CH:8][CH:9]=1)(=[O:15])=[O:14], predict the reactants needed to synthesize it. (7) Given the product [NH2:3][CH2:12][CH2:13][N:14]1[C:23]2[C:18](=[N:19][CH:20]=[C:21]([CH2:24][C:25]3[CH:26]=[CH:27][C:28]([F:31])=[CH:29][CH:30]=3)[CH:22]=2)[C:17]([OH:32])=[C:16]([C:33]([NH:35][CH2:36][CH2:37][OH:38])=[O:34])[C:15]1=[O:39], predict the reactants needed to synthesize it. The reactants are: O=C1C2C(=CC=CC=2)C(=O)[N:3]1[CH2:12][CH2:13][N:14]1[C:23]2[C:18](=[N:19][CH:20]=[C:21]([CH2:24][C:25]3[CH:30]=[CH:29][C:28]([F:31])=[CH:27][CH:26]=3)[CH:22]=2)[C:17]([OH:32])=[C:16]([C:33]([NH:35][CH2:36][CH2:37][OH:38])=[O:34])[C:15]1=[O:39].NN. (8) Given the product [Cl:8][C:6]1[N:5]=[N:4][C:3]([C:9]([O:11][CH2:12][CH3:13])=[O:10])=[C:2]([NH:25][C:23]2[CH:22]=[CH:21][CH:20]=[C:19]([C:16]([O:15][CH3:14])([CH3:17])[CH3:18])[N:24]=2)[CH:7]=1, predict the reactants needed to synthesize it. The reactants are: Cl[C:2]1[CH:7]=[C:6]([Cl:8])[N:5]=[N:4][C:3]=1[C:9]([O:11][CH2:12][CH3:13])=[O:10].[CH3:14][O:15][C:16]([C:19]1[N:24]=[C:23]([NH2:25])[CH:22]=[CH:21][CH:20]=1)([CH3:18])[CH3:17]. (9) Given the product [CH3:24][S:21]([CH2:20][CH2:19][CH2:18][NH:17][C:15]([CH:11]1[CH2:10][CH2:9][C:8]2[NH:7][C:6]3[N:5]=[CH:4][N:3]=[C:2]([NH:38][C:30]4[CH:31]=[C:32]5[C:36](=[CH:37][C:29]=4[O:28][CH:25]([CH3:27])[CH3:26])[NH:35][N:34]=[CH:33]5)[C:14]=3[C:13]=2[CH2:12]1)=[O:16])(=[O:23])=[O:22], predict the reactants needed to synthesize it. The reactants are: Cl[C:2]1[C:14]2[C:13]3[CH2:12][CH:11]([C:15]([NH:17][CH2:18][CH2:19][CH2:20][S:21]([CH3:24])(=[O:23])=[O:22])=[O:16])[CH2:10][CH2:9][C:8]=3[NH:7][C:6]=2[N:5]=[CH:4][N:3]=1.[CH:25]([O:28][C:29]1[CH:37]=[C:36]2[C:32]([CH:33]=[N:34][NH:35]2)=[CH:31][C:30]=1[NH2:38])([CH3:27])[CH3:26]. (10) Given the product [Br:1][C:2]1[CH:3]=[CH:4][C:5]([S:8]([NH:12][CH2:13][CH2:14][OH:15])(=[O:10])=[O:9])=[N:6][CH:7]=1, predict the reactants needed to synthesize it. The reactants are: [Br:1][C:2]1[CH:3]=[CH:4][C:5]([S:8](Cl)(=[O:10])=[O:9])=[N:6][CH:7]=1.[NH2:12][CH2:13][CH2:14][OH:15].CCN(C(C)C)C(C)C.